The task is: Predict which catalyst facilitates the given reaction.. This data is from Catalyst prediction with 721,799 reactions and 888 catalyst types from USPTO. (1) Reactant: C([O:3][C:4]([C:6]1([C:9]2[CH:14]=[CH:13][C:12]([C:15]3[CH:20]=[CH:19][C:18]([C:21]4[S:22][C:23]([Cl:39])=[CH:24][C:25]=4[NH:26][C:27]([O:29][C@@H:30]([C:32]4[CH:37]=[CH:36][CH:35]=[CH:34][C:33]=4[Cl:38])[CH3:31])=[O:28])=[CH:17][C:16]=3[N+:40]([O-:42])=[O:41])=[CH:11][CH:10]=2)[CH2:8][CH2:7]1)=[O:5])C.[OH-].[Na+].Cl. Product: [Cl:39][C:23]1[S:22][C:21]([C:18]2[CH:19]=[CH:20][C:15]([C:12]3[CH:13]=[CH:14][C:9]([C:6]4([C:4]([OH:5])=[O:3])[CH2:7][CH2:8]4)=[CH:10][CH:11]=3)=[C:16]([N+:40]([O-:42])=[O:41])[CH:17]=2)=[C:25]([NH:26][C:27]([O:29][C@@H:30]([C:32]2[CH:37]=[CH:36][CH:35]=[CH:34][C:33]=2[Cl:38])[CH3:31])=[O:28])[CH:24]=1. The catalyst class is: 32. (2) Reactant: [F:1][C:2]1[CH:3]=[C:4]([C:13]2[N:18]=[C:17]([CH:19]3[CH2:23][C:22]([CH3:25])([CH3:24])[CH2:21][C:20]3([CH3:27])[CH3:26])[C:16]([C:28](O)=[O:29])=[CH:15][CH:14]=2)[CH:5]=[C:6]([O:8][CH2:9][CH:10]([CH3:12])[CH3:11])[CH:7]=1.C(C1NC=CN=1)(C1NC=CN=1)=O.[NH2:43][C:44]1[N:49]=[C:48]([S:50]([NH2:53])(=[O:52])=[O:51])[CH:47]=[CH:46][CH:45]=1.[H-].[Na+]. Product: [NH2:43][C:44]1[N:49]=[C:48]([S:50]([NH:53][C:28]([C:16]2[C:17]([CH:19]3[CH2:23][C:22]([CH3:25])([CH3:24])[CH2:21][C:20]3([CH3:27])[CH3:26])=[N:18][C:13]([C:4]3[CH:5]=[C:6]([O:8][CH2:9][CH:10]([CH3:11])[CH3:12])[CH:7]=[C:2]([F:1])[CH:3]=3)=[CH:14][CH:15]=2)=[O:29])(=[O:52])=[O:51])[CH:47]=[CH:46][CH:45]=1. The catalyst class is: 9. (3) Product: [ClH:34].[Br:1][C:2]1[CH:3]=[C:4]([CH:27]=[CH:28][C:29]=1[C:30]([CH3:33])([CH3:32])[CH3:31])[C:5]([NH:7][C:8](=[S:26])[NH:9][C:10]1[CH:11]=[CH:12][C:13]([NH:16][C:17](=[O:25])[CH2:18][CH2:19][CH2:20][CH2:21][N:22]([CH3:23])[CH3:24])=[CH:14][CH:15]=1)=[O:6]. Reactant: [Br:1][C:2]1[CH:3]=[C:4]([CH:27]=[CH:28][C:29]=1[C:30]([CH3:33])([CH3:32])[CH3:31])[C:5]([NH:7][C:8](=[S:26])[NH:9][C:10]1[CH:15]=[CH:14][C:13]([NH:16][C:17](=[O:25])[CH2:18][CH2:19][CH2:20][CH2:21][N:22]([CH3:24])[CH3:23])=[CH:12][CH:11]=1)=[O:6].[ClH:34]. The catalyst class is: 883.